The task is: Predict the reaction yield, written as a fraction of the theoretical maximum amount of product (1.0 means a 100% yield; for example, 0.34 means a 34% yield).. This data is from Reaction yield outcomes from USPTO patents with 853,638 reactions. The reactants are CNCCC(OC1C=CC(C(F)(F)F)=CC=1)C1C=CC=CC=1.[Cl:23][CH2:24][CH2:25][C@@H:26]([C:28]1[CH:33]=[CH:32][CH:31]=[CH:30][CH:29]=1)[OH:27].[F:34][C:35]1[CH:36]=[C:37](O)[CH:38]=[CH:39][CH:40]=1.N(C(OCC)=O)=NC(OCC)=O.C1(P(C2C=CC=CC=2)C2C=CC=CC=2)C=CC=CC=1. The product is [F:34][C:35]1[CH:40]=[C:39]([CH:38]=[CH:37][CH:36]=1)[O:27][C@@H:26]([C:28]1[CH:33]=[CH:32][CH:31]=[CH:30][CH:29]=1)[CH2:25][CH2:24][Cl:23]. The yield is 0.157. The catalyst is C1COCC1.C(OCC)C.